From a dataset of Reaction yield outcomes from USPTO patents with 853,638 reactions. Predict the reaction yield, written as a fraction of the theoretical maximum amount of product (1.0 means a 100% yield; for example, 0.34 means a 34% yield). (1) The reactants are Cl.[NH2:2][CH2:3][CH2:4][SH:5].[OH-:6].[K+].[C:8](OC(=O)C)(=[O:10])[CH3:9].N[CH2:16][CH2:17]S.Cl.[Na+].[Cl-]. The catalyst is O. The product is [C:8]([NH:2][CH2:3][CH2:4][S:5][C:16](=[O:6])[CH3:17])(=[O:10])[CH3:9]. The yield is 0.970. (2) The reactants are Br[C:2]1[CH:7]=[CH:6][C:5]([OH:8])=[CH:4][C:3]=1[CH3:9].[C:10](=[O:13])([O-])[O-].[Cs+].[Cs+].CN([CH:19]=[O:20])C. The catalyst is O.C1C=CC(P(C2C=CC=CC=2)[C-]2C=CC=C2)=CC=1.C1C=CC(P(C2C=CC=CC=2)[C-]2C=CC=C2)=CC=1.[Fe+2].C([O-])(=O)C.[Pd+2].C([O-])(=O)C. The product is [CH3:10][O:13][C:19]([C:2]1[CH:7]=[CH:6][C:5]([C:2]2[CH:7]=[CH:6][C:5]([OH:8])=[CH:4][C:3]=2[CH3:9])=[CH:4][CH:3]=1)=[O:20]. The yield is 0.580. (3) The reactants are [C:1]([O:20][CH2:21][CH2:22][O:23][CH2:24][CH2:25][O:26][CH2:27][CH2:28][O:29][CH2:30][CH2:31][O:32][CH2:33][CH2:34][OH:35])([C:14]1[CH:19]=[CH:18][CH:17]=[CH:16][CH:15]=1)([C:8]1[CH:13]=[CH:12][CH:11]=[CH:10][CH:9]=1)[C:2]1[CH:7]=[CH:6][CH:5]=[CH:4][CH:3]=1.C(P(CCCC)CCCC)CCC.[Si:49]([O:56][C:57]1[CH:62]=[CH:61][C:60](O)=[CH:59][CH:58]=1)([C:52]([CH3:55])([CH3:54])[CH3:53])([CH3:51])[CH3:50].N(C(N(C)C)=O)=NC(N(C)C)=O. The catalyst is C1(C)C=CC=CC=1.C(OCC)(=O)C. The product is [C:52]([Si:49]([CH3:51])([CH3:50])[O:56][C:57]1[CH:62]=[CH:61][C:60]([O:35][CH2:34][CH2:33][O:32][CH2:31][CH2:30][O:29][CH2:28][CH2:27][O:26][CH2:25][CH2:24][O:23][CH2:22][CH2:21][O:20][C:1]([C:2]2[CH:7]=[CH:6][CH:5]=[CH:4][CH:3]=2)([C:8]2[CH:13]=[CH:12][CH:11]=[CH:10][CH:9]=2)[C:14]2[CH:15]=[CH:16][CH:17]=[CH:18][CH:19]=2)=[CH:59][CH:58]=1)([CH3:55])([CH3:54])[CH3:53]. The yield is 0.600. (4) The reactants are [Cl:1][C:2]1[C:10]2[N:9]=[C:8]3[N:11]([C:16]4[CH:21]=[CH:20][C:19]([O:22][CH3:23])=[CH:18][C:17]=4[Cl:24])[CH2:12][CH2:13][CH2:14][CH2:15][N:7]3[C:6]=2[C:5]([CH:25]([OH:28])[CH2:26][CH3:27])=[CH:4][CH:3]=1.[C:29](OC(=O)C)(=[O:31])[CH3:30]. The catalyst is N1C=CC=CC=1. The product is [C:29]([O:28][CH:25]([C:5]1[C:6]2[N:7]3[CH2:15][CH2:14][CH2:13][CH2:12][N:11]([C:16]4[CH:21]=[CH:20][C:19]([O:22][CH3:23])=[CH:18][C:17]=4[Cl:24])[C:8]3=[N:9][C:10]=2[C:2]([Cl:1])=[CH:3][CH:4]=1)[CH2:26][CH3:27])(=[O:31])[CH3:30]. The yield is 0.830. (5) The reactants are Cl.Cl.CNN(NC)C(N)=[N:7][S:8][CH2:9][CH2:10][CH3:11].C[CH2:16][N:17]([CH:21](C)C)[CH:18](C)C.C1C(C[Cl-]C([O-])=O)=CC=C([N+:35]([O-])=O)C=1.O. The catalyst is C(Cl)Cl. The product is [CH3:21][N:17]([CH3:16])[C:18]([NH2:35])=[N:7][S:8][CH2:9][CH2:10][CH3:11]. The yield is 0.400.